From a dataset of Reaction yield outcomes from USPTO patents with 853,638 reactions. Predict the reaction yield, written as a fraction of the theoretical maximum amount of product (1.0 means a 100% yield; for example, 0.34 means a 34% yield). (1) The reactants are [C:1]1([C:7](=O)[CH2:8][C:9]2[CH:14]=[CH:13][CH:12]=[CH:11][CH:10]=2)[CH:6]=[CH:5][CH:4]=[CH:3][CH:2]=1.[CH:16]([C:18]1[CH:26]=[CH:25][C:21]([C:22]([OH:24])=[O:23])=[CH:20][CH:19]=1)=O.[NH2:27][C:28]([NH2:30])=[O:29].Cl. The catalyst is CCO. The product is [O:29]=[C:28]1[NH:30][CH:16]([C:18]2[CH:26]=[CH:25][C:21]([C:22]([OH:24])=[O:23])=[CH:20][CH:19]=2)[C:8]([C:9]2[CH:14]=[CH:13][CH:12]=[CH:11][CH:10]=2)=[C:7]([C:1]2[CH:6]=[CH:5][CH:4]=[CH:3][CH:2]=2)[NH:27]1. The yield is 0.0200. (2) The reactants are [NH:1]1[C:5]2=[N:6][CH:7]=[N:8][C:9]([NH2:10])=[C:4]2[CH:3]=[N:2]1.[I:11]N1C(=O)CCC1=O. The catalyst is CN(C)C=O.O. The product is [I:11][C:3]1[C:4]2[C:5](=[N:6][CH:7]=[N:8][C:9]=2[NH2:10])[NH:1][N:2]=1. The yield is 0.520. (3) The reactants are F[C:2]1[CH:7]=[CH:6][CH:5]=[CH:4][C:3]=1[N+:8]([O-:10])=[O:9].[CH:11]([NH2:14])([CH3:13])[CH3:12]. The catalyst is CCO. The product is [CH:11]([NH:14][C:2]1[CH:7]=[CH:6][CH:5]=[CH:4][C:3]=1[N+:8]([O-:10])=[O:9])([CH3:13])[CH3:12]. The yield is 0.930. (4) The reactants are [C:1]1(=[N:7][OH:8])[CH2:6][CH2:5][CH2:4][CH2:3][CH2:2]1.[F:9][C:10]([F:15])([F:14])[C:11]([OH:13])=[O:12].O. The catalyst is C(Cl)Cl. The product is [N:7]([C:1]1([O:13][C:11](=[O:12])[C:10]([F:15])([F:14])[F:9])[CH2:6][CH2:5][CH2:4][CH2:3][CH2:2]1)=[O:8]. The yield is 0.300. (5) The reactants are Br[C:2]1[CH:10]=[CH:9][C:5]([C:6]([OH:8])=[O:7])=[C:4]([CH3:11])[CH:3]=1.[Li]CCCC.CN([CH:20]=[O:21])C. The yield is 0.400. The catalyst is C1COCC1. The product is [CH:20]([C:2]1[CH:10]=[CH:9][C:5]([C:6]([OH:8])=[O:7])=[C:4]([CH3:11])[CH:3]=1)=[O:21].